Dataset: NCI-60 drug combinations with 297,098 pairs across 59 cell lines. Task: Regression. Given two drug SMILES strings and cell line genomic features, predict the synergy score measuring deviation from expected non-interaction effect. (1) Drug 1: COC1=NC(=NC2=C1N=CN2C3C(C(C(O3)CO)O)O)N. Cell line: A549. Drug 2: C#CCC(CC1=CN=C2C(=N1)C(=NC(=N2)N)N)C3=CC=C(C=C3)C(=O)NC(CCC(=O)O)C(=O)O. Synergy scores: CSS=54.0, Synergy_ZIP=-1.68, Synergy_Bliss=-3.57, Synergy_Loewe=-2.37, Synergy_HSA=-0.383. (2) Drug 1: C1=CN(C(=O)N=C1N)C2C(C(C(O2)CO)O)O.Cl. Drug 2: CS(=O)(=O)CCNCC1=CC=C(O1)C2=CC3=C(C=C2)N=CN=C3NC4=CC(=C(C=C4)OCC5=CC(=CC=C5)F)Cl. Cell line: HCT116. Synergy scores: CSS=31.8, Synergy_ZIP=0.235, Synergy_Bliss=-4.97, Synergy_Loewe=-36.7, Synergy_HSA=-7.46. (3) Drug 1: C1=CC(=CC=C1CCCC(=O)O)N(CCCl)CCCl. Drug 2: CCN(CC)CCCC(C)NC1=C2C=C(C=CC2=NC3=C1C=CC(=C3)Cl)OC. Cell line: SK-MEL-28. Synergy scores: CSS=28.4, Synergy_ZIP=-1.23, Synergy_Bliss=3.26, Synergy_Loewe=4.15, Synergy_HSA=4.41. (4) Drug 1: C1=CC(=CC=C1CC(C(=O)O)N)N(CCCl)CCCl.Cl. Drug 2: COC1=NC(=NC2=C1N=CN2C3C(C(C(O3)CO)O)O)N. Cell line: SF-268. Synergy scores: CSS=11.5, Synergy_ZIP=0.110, Synergy_Bliss=7.02, Synergy_Loewe=-0.0486, Synergy_HSA=-0.0686.